This data is from Forward reaction prediction with 1.9M reactions from USPTO patents (1976-2016). The task is: Predict the product of the given reaction. (1) Given the reactants [F:1][C:2]([F:7])([F:6])[C:3]([OH:5])=[O:4].C(OC([N:15]1[CH2:19][CH2:18][CH2:17][C@H:16]1[C:20](=[O:27])[NH:21][CH2:22][C:23]([O:25][CH3:26])=[O:24])=O)(C)(C)C, predict the reaction product. The product is: [OH:5][C:3]([C:2]([F:7])([F:6])[F:1])=[O:4].[F:1][C:2]([F:7])([F:6])[C:3]([OH:5])=[O:4].[CH3:26][O:25][C:23](=[O:24])[CH2:22][NH:21][C:20]([C@@H:16]1[CH2:17][CH2:18][CH2:19][NH:15]1)=[O:27]. (2) The product is: [CH3:35][CH2:31][CH2:32][CH2:3][C:4]1[CH:9]=[CH:8][C:7]([C:10]2[O:14][N:13]=[C:12]([C:15]3[CH:20]=[CH:19][C:18]([CH2:21][N:24]4[CH2:27][CH:26]([C:28]([OH:30])=[O:29])[CH2:25]4)=[CH:17][CH:16]=3)[N:11]=2)=[CH:6][CH:5]=1. Given the reactants CC(C)[CH2:3][C:4]1[CH:9]=[CH:8][C:7]([C:10]2[O:14][N:13]=[C:12]([C:15]3[CH:20]=[CH:19][C:18]([CH2:21]O)=[CH:17][CH:16]=3)[N:11]=2)=[CH:6][CH:5]=1.[NH:24]1[CH2:27][CH:26]([C:28]([OH:30])=[O:29])[CH2:25]1.[C:31](O)(=O)[CH3:32].[C:35]([BH3-])#N.[Na+], predict the reaction product. (3) Given the reactants [C:7](O[C:7](=[O:11])[CH:8]([CH3:10])[CH3:9])(=[O:11])[CH:8]([CH3:10])[CH3:9].C(N(CC)CC)C.Cl.[Cl:20][CH2:21][C:22]1[N:23]([CH2:35][CH2:36][CH2:37][NH2:38])[C:24]2[C:33]3[N:32]=[CH:31][CH:30]=[CH:29][C:28]=3[N:27]=[CH:26][C:25]=2[N:34]=1, predict the reaction product. The product is: [Cl:20][CH2:21][C:22]1[N:23]([CH2:35][CH2:36][CH2:37][NH:38][C:7](=[O:11])[CH:8]([CH3:9])[CH3:10])[C:24]2[C:33]3[N:32]=[CH:31][CH:30]=[CH:29][C:28]=3[N:27]=[CH:26][C:25]=2[N:34]=1. (4) Given the reactants [OH:1][C:2]1[CH:3]=[C:4]([CH:7]=[C:8]([O:12][CH3:13])[C:9]=1[O:10][CH3:11])[CH:5]=[O:6].[SH:14][C:15]1[CH:20]=[CH:19][CH:18]=[CH:17][C:16]=1[CH2:21]O.Cl, predict the reaction product. The product is: [S:14]1[C:15]2[CH:20]=[CH:19][CH:18]=[CH:17][C:16]=2[CH2:21][O:6][CH:5]1[C:4]1[CH:7]=[C:8]([O:12][CH3:13])[C:9]([O:10][CH3:11])=[C:2]([OH:1])[CH:3]=1. (5) Given the reactants [F:1][C:2]1[CH:3]=[C:4]([CH:30]=[C:31]([F:33])[CH:32]=1)[CH2:5][N:6]1[C:11](=[O:12])[CH:10]=[CH:9][C:8]([CH2:13][C:14]2[C:22]3[C:17](=[CH:18][CH:19]=[C:20]([F:23])[CH:21]=3)[N:16]([CH2:24][C:25]([O:27]C)=[O:26])[C:15]=2[CH3:29])=[CH:7]1.O.[OH-].[Li+], predict the reaction product. The product is: [F:1][C:2]1[CH:3]=[C:4]([CH:30]=[C:31]([F:33])[CH:32]=1)[CH2:5][N:6]1[C:11](=[O:12])[CH:10]=[CH:9][C:8]([CH2:13][C:14]2[C:22]3[C:17](=[CH:18][CH:19]=[C:20]([F:23])[CH:21]=3)[N:16]([CH2:24][C:25]([OH:27])=[O:26])[C:15]=2[CH3:29])=[CH:7]1. (6) Given the reactants C(O[C:4]([C:6]1[C:7]2[S:14][CH:13]=[C:12]([CH2:15][O:16][C:17]3[CH:22]=[CH:21][CH:20]=[C:19]([NH:23][C:24](=[O:33])[C:25]4[CH:30]=[CH:29][CH:28]=[CH:27][C:26]=4[O:31]C)[CH:18]=3)[C:8]=2[CH:9]=[N:10][CH:11]=1)=[O:5])C.[CH2:34]([CH2:36][NH2:37])[OH:35], predict the reaction product. The product is: [OH:35][CH2:34][CH2:36][NH:37][C:4]([C:6]1[C:7]2[S:14][CH:13]=[C:12]([CH2:15][O:16][C:17]3[CH:22]=[CH:21][CH:20]=[C:19]([NH:23][C:24](=[O:33])[C:25]4[CH:30]=[CH:29][CH:28]=[CH:27][C:26]=4[OH:31])[CH:18]=3)[C:8]=2[CH:9]=[N:10][CH:11]=1)=[O:5]. (7) Given the reactants Cl.[C:2]([NH2:5])(=[NH:4])[CH3:3].[O-]CC.[Na+].[C:10]([C:12]1[CH:17]=[CH:16][CH:15]=[CH:14][C:13]=1[C:18]1[CH:23]=[CH:22][C:21]([CH2:24][CH:25]([C:31](OCC)=[O:32])[C:26](OCC)=[O:27])=[CH:20][CH:19]=1)#[N:11].O1CCOCC1, predict the reaction product. The product is: [OH:32][C:31]1[N:4]=[C:2]([CH3:3])[NH:5][C:26](=[O:27])[C:25]=1[CH2:24][C:21]1[CH:22]=[CH:23][C:18]([C:13]2[C:12]([C:10]#[N:11])=[CH:17][CH:16]=[CH:15][CH:14]=2)=[CH:19][CH:20]=1. (8) Given the reactants [CH2:1]([O:3][CH:4]([CH2:10][C:11]1[CH:16]=[CH:15][CH:14]=[C:13]([CH2:17][CH2:18][OH:19])[CH:12]=1)[C:5]([O:7]CC)=[O:6])[CH3:2].[F:20][C:21]([F:32])([F:31])[C:22]1[CH:27]=[CH:26][CH:25]=[C:24]([N:28]=[C:29]=[O:30])[CH:23]=1, predict the reaction product. The product is: [CH2:1]([O:3][CH:4]([CH2:10][C:11]1[CH:16]=[CH:15][CH:14]=[C:13]([CH2:17][CH2:18][O:19][C:29]([NH:28][C:24]2[CH:25]=[CH:26][CH:27]=[C:22]([C:21]([F:20])([F:31])[F:32])[CH:23]=2)=[O:30])[CH:12]=1)[C:5]([OH:7])=[O:6])[CH3:2]. (9) Given the reactants [CH2:1]([O:8][CH2:9][C:10]1[O:14][N:13]=[C:12]([C:15]([OH:17])=O)[CH:11]=1)[C:2]1[CH:7]=[CH:6][CH:5]=[CH:4][CH:3]=1.[NH2:18][CH2:19][CH:20]1[CH2:24][CH2:23][S:22](=[O:26])(=[O:25])[CH2:21]1.ON1C2C=CC=CC=2N=N1.Cl.C(N=C=NCCCN(C)C)C.Cl, predict the reaction product. The product is: [O:25]=[S:22]1(=[O:26])[CH2:23][CH2:24][CH:20]([CH2:19][NH:18][C:15]([C:12]2[CH:11]=[C:10]([CH2:9][O:8][CH2:1][C:2]3[CH:3]=[CH:4][CH:5]=[CH:6][CH:7]=3)[O:14][N:13]=2)=[O:17])[CH2:21]1. (10) Given the reactants [C:1]([O:5][C:6]([N:8]1[CH2:14][CH2:13][CH:12]([NH:15][C:16]([C:18]2[S:19][C:20]3[C:26]([N:27]4[CH2:32][CH2:31][O:30][CH2:29][CH2:28]4)=[CH:25][CH:24]=[C:23]([O:33][CH3:34])[C:21]=3[N:22]=2)=[O:17])[CH:11]([OH:35])[CH2:10][CH2:9]1)=[O:7])([CH3:4])([CH3:3])[CH3:2].C(N(CC)CC)C, predict the reaction product. The product is: [C:1]([O:5][C:6]([N:8]1[CH2:9][CH2:10][C:11](=[O:35])[CH:12]([NH:15][C:16]([C:18]2[S:19][C:20]3[C:26]([N:27]4[CH2:32][CH2:31][O:30][CH2:29][CH2:28]4)=[CH:25][CH:24]=[C:23]([O:33][CH3:34])[C:21]=3[N:22]=2)=[O:17])[CH2:13][CH2:14]1)=[O:7])([CH3:4])([CH3:3])[CH3:2].